This data is from Reaction yield outcomes from USPTO patents with 853,638 reactions. The task is: Predict the reaction yield, written as a fraction of the theoretical maximum amount of product (1.0 means a 100% yield; for example, 0.34 means a 34% yield). (1) The reactants are C([O:3][C:4](=[O:20])[CH2:5][N:6]([C:8](=[O:19])[CH2:9][N:10]([C:12]([O:14][C:15]([CH3:18])([CH3:17])[CH3:16])=[O:13])[CH3:11])[CH3:7])C.[Li+].[OH-]. The catalyst is O.C1COCC1. The product is [C:15]([O:14][C:12]([N:10]([CH3:11])[CH2:9][C:8]([N:6]([CH2:5][C:4]([OH:20])=[O:3])[CH3:7])=[O:19])=[O:13])([CH3:18])([CH3:17])[CH3:16]. The yield is 0.900. (2) The reactants are [CH3:1][O:2][C:3]1[CH:4]=[C:5]([C:11]2[CH:12]=[C:13]3[C:18](=[CH:19][C:20]=2[F:21])[N:17]=[C:16](O)[N:15]=[CH:14]3)[CH:6]=[C:7]([O:9][CH3:10])[CH:8]=1.C(=O)(O)[O-].[Na+].O=P(Cl)(Cl)[Cl:30]. No catalyst specified. The product is [Cl:30][C:16]1[N:15]=[CH:14][C:13]2[C:18](=[CH:19][C:20]([F:21])=[C:11]([C:5]3[CH:4]=[C:3]([O:2][CH3:1])[CH:8]=[C:7]([O:9][CH3:10])[CH:6]=3)[CH:12]=2)[N:17]=1. The yield is 0.520. (3) The reactants are Br[C:2]1[CH:7]=[C:6]([N+:8]([O-:10])=[O:9])[CH:5]=[CH:4][C:3]=1[NH:11][CH3:12].CCN(CC)CC.[CH3:20][C:21]([CH3:25])([CH3:24])[C:22]#[CH:23].N#N. The catalyst is C1(C)C=CC=CC=1.O.[Cu]I. The product is [CH3:20][C:21]([CH3:25])([CH3:24])[C:22]#[C:23][C:2]1[CH:7]=[C:6]([N+:8]([O-:10])=[O:9])[CH:5]=[CH:4][C:3]=1[NH:11][CH3:12]. The yield is 0.940. (4) The product is [CH2:1]([O:8][C:9]([NH:11][C@H:12]([C:16]([OH:18])=[O:17])[CH2:13][CH2:14][O:15][C:19](=[O:21])[CH3:20])=[O:10])[C:2]1[CH:3]=[CH:4][CH:5]=[CH:6][CH:7]=1. The catalyst is C(O)(=O)C. The reactants are [CH2:1]([O:8][C:9]([NH:11][C@H:12]([C:16]([OH:18])=[O:17])[CH2:13][CH2:14][OH:15])=[O:10])[C:2]1[CH:7]=[CH:6][CH:5]=[CH:4][CH:3]=1.[C:19]([O-])(=[O:21])[CH3:20].[Na+].C(Cl)(=O)C. The yield is 0.670.